This data is from Peptide-MHC class I binding affinity with 185,985 pairs from IEDB/IMGT. The task is: Regression. Given a peptide amino acid sequence and an MHC pseudo amino acid sequence, predict their binding affinity value. This is MHC class I binding data. The binding affinity (normalized) is 0.743. The MHC is HLA-A32:01 with pseudo-sequence HLA-A32:01. The peptide sequence is LAMNSVFTF.